This data is from Catalyst prediction with 721,799 reactions and 888 catalyst types from USPTO. The task is: Predict which catalyst facilitates the given reaction. (1) Reactant: [CH:1]1([C:4]2[O:8][N:7]=[C:6]([C:9]3[C:14]([Cl:15])=[CH:13][CH:12]=[CH:11][C:10]=3[Cl:16])[C:5]=2[CH2:17][O:18][C@H:19]2[CH2:24][CH2:23][C@H:22]([C:25]3[CH:30]=[CH:29][C:28]([OH:31])=[CH:27][CH:26]=3)[CH2:21][CH2:20]2)[CH2:3][CH2:2]1.N1C=CC=CC=1.[F:38][C:39]([F:52])([F:51])[S:40](O[S:40]([C:39]([F:52])([F:51])[F:38])(=[O:42])=[O:41])(=[O:42])=[O:41]. Product: [CH:1]1([C:4]2[O:8][N:7]=[C:6]([C:9]3[C:10]([Cl:16])=[CH:11][CH:12]=[CH:13][C:14]=3[Cl:15])[C:5]=2[CH2:17][O:18][C@H:19]2[CH2:20][CH2:21][C@H:22]([C:25]3[CH:26]=[CH:27][C:28]([O:31][S:40]([C:39]([F:52])([F:51])[F:38])(=[O:42])=[O:41])=[CH:29][CH:30]=3)[CH2:23][CH2:24]2)[CH2:2][CH2:3]1. The catalyst class is: 4. (2) Reactant: [CH2:1]([O:3][C:4]([CH:6]1[N:16]([C:17]([O:19][C:20]([CH3:23])([CH3:22])[CH3:21])=[O:18])[CH2:15][C:9]2[N:10]=[CH:11][NH:12][C:13](=O)[C:8]=2[CH2:7]1)=[O:5])[CH3:2].[CH2:24]([O:26][C:27]([CH:29]1[N:38]([C:39]([O:41][C:42]([CH3:45])([CH3:44])[CH3:43])=[O:40])[CH2:37][C:36]2C(=O)[NH:34][CH:33]=[N:32][C:31]=2[CH2:30]1)=[O:28])[CH3:25].[C:47]([Cl:51])(Cl)(Cl)[Cl:48].C1(P(C2C=CC=CC=2)C2C=CC=CC=2)C=CC=CC=1. Product: [CH2:1]([O:3][C:4]([CH:6]1[N:16]([C:17]([O:19][C:20]([CH3:23])([CH3:22])[CH3:21])=[O:18])[CH2:15][C:9]2[N:10]=[CH:11][N:12]=[C:13]([Cl:48])[C:8]=2[CH2:7]1)=[O:5])[CH3:2].[CH2:24]([O:26][C:27]([CH:29]1[N:38]([C:39]([O:41][C:42]([CH3:43])([CH3:45])[CH3:44])=[O:40])[CH2:37][C:36]2[C:47]([Cl:51])=[N:34][CH:33]=[N:32][C:31]=2[CH2:30]1)=[O:28])[CH3:25]. The catalyst class is: 26. (3) Reactant: [OH:1][CH:2]([C:18]1[CH:23]=[CH:22][CH:21]=[CH:20][CH:19]=1)[CH2:3][CH2:4][CH2:5][CH2:6][N:7]1[C:15](=[O:16])[C:14]2[C:9](=[CH:10][CH:11]=[CH:12][CH:13]=2)[C:8]1=[O:17].[C:24](OC=C)(=[O:26])[CH3:25]. Product: [OH:1][C@H:2]([C:18]1[CH:23]=[CH:22][CH:21]=[CH:20][CH:19]=1)[CH2:3][CH2:4][CH2:5][CH2:6][N:7]1[C:8](=[O:17])[C:9]2[C:14](=[CH:13][CH:12]=[CH:11][CH:10]=2)[C:15]1=[O:16].[C:24]([O:1][C@@H:2]([C:18]1[CH:23]=[CH:22][CH:21]=[CH:20][CH:19]=1)[CH2:3][CH2:4][CH2:5][CH2:6][N:7]1[C:8](=[O:17])[C:9]2[C:14](=[CH:13][CH:12]=[CH:11][CH:10]=2)[C:15]1=[O:16])(=[O:26])[CH3:25]. The catalyst class is: 740. (4) Reactant: [CH:1]([S:4][C:5]1[CH:10]=[CH:9][CH:8]=[C:7]([C:11]2[CH:16]=[CH:15][C:14]([Cl:17])=[CH:13][C:12]=2[Cl:18])[CH:6]=1)([CH3:3])[CH3:2].ClC1C=CC=C(C(OO)=[O:27])C=1.C(=O)(O)[O-].[Na+]. Product: [CH:1]([S:4]([C:5]1[CH:10]=[CH:9][CH:8]=[C:7]([C:11]2[CH:16]=[CH:15][C:14]([Cl:17])=[CH:13][C:12]=2[Cl:18])[CH:6]=1)=[O:27])([CH3:3])[CH3:2]. The catalyst class is: 22. (5) Reactant: [CH3:1][CH:2]([CH3:18])[CH2:3][N:4]1[C:16]2[C:15]3[CH:14]=[CH:13][CH:12]=[CH:11][C:10]=3[N:9]=[C:8]([NH2:17])[C:7]=2[N:6]=[CH:5]1.[Br:19]N1C(=O)CCC1=O. Product: [Br:19][C:13]1[CH:12]=[CH:11][C:10]2[N:9]=[C:8]([NH2:17])[C:7]3[N:6]=[CH:5][N:4]([CH2:3][CH:2]([CH3:18])[CH3:1])[C:16]=3[C:15]=2[CH:14]=1. The catalyst class is: 22. (6) Reactant: [Cl:1][C:2]1[CH:7]=[CH:6][C:5]([C:8]2([NH:11][C:12]3[N:17]=[C:16]([O:18][CH2:19][C:20]([F:23])([F:22])[F:21])[N:15]=[C:14]([NH:24][C:25]4[CH:33]=[CH:32][C:28]([C:29](O)=[O:30])=[CH:27][C:26]=4[F:34])[N:13]=3)[CH2:10][CH2:9]2)=[CH:4][CH:3]=1.[NH2:35][CH2:36][C:37]([CH3:48])([CH3:47])[CH2:38][NH:39][C:40](=[O:46])[O:41][C:42]([CH3:45])([CH3:44])[CH3:43].CN(C(ON1N=NC2C=CC=NC1=2)=[N+](C)C)C.F[P-](F)(F)(F)(F)F.CCN(C(C)C)C(C)C. Product: [Cl:1][C:2]1[CH:7]=[CH:6][C:5]([C:8]2([NH:11][C:12]3[N:17]=[C:16]([O:18][CH2:19][C:20]([F:23])([F:21])[F:22])[N:15]=[C:14]([NH:24][C:25]4[CH:33]=[CH:32][C:28]([C:29]([NH:35][CH2:36][C:37]([CH3:48])([CH3:47])[CH2:38][NH:39][C:40](=[O:46])[O:41][C:42]([CH3:43])([CH3:45])[CH3:44])=[O:30])=[CH:27][C:26]=4[F:34])[N:13]=3)[CH2:10][CH2:9]2)=[CH:4][CH:3]=1. The catalyst class is: 2.